From a dataset of Reaction yield outcomes from USPTO patents with 853,638 reactions. Predict the reaction yield, written as a fraction of the theoretical maximum amount of product (1.0 means a 100% yield; for example, 0.34 means a 34% yield). (1) The reactants are [Cl:1][C:2]1[N:7]=[C:6](Cl)[CH:5]=[CH:4][N:3]=1.[CH:9]([C:11]1[CH:12]=[CH:13][C:14]([O:20][CH3:21])=[C:15](B(O)O)[CH:16]=1)=[O:10]. No catalyst specified. The product is [Cl:1][C:2]1[N:7]=[C:6]([C:13]2[CH:12]=[C:11]([CH:16]=[CH:15][C:14]=2[O:20][CH3:21])[CH:9]=[O:10])[CH:5]=[CH:4][N:3]=1. The yield is 0.700. (2) The reactants are [N:1]([C@@H:4]1[CH2:8][N:7]([C:9]([O:11][C:12]([CH3:15])([CH3:14])[CH3:13])=[O:10])[C@H:6]([CH3:16])[CH2:5]1)=[N+]=[N-].[CH:17]1([S:20](Cl)(=[O:22])=[O:21])[CH2:19][CH2:18]1.C([O-])(O)=O.[Na+]. The catalyst is CCO.[OH-].[OH-].[Pd+2]. The product is [CH:17]1([S:20]([NH:1][C@@H:4]2[CH2:8][N:7]([C:9]([O:11][C:12]([CH3:15])([CH3:14])[CH3:13])=[O:10])[C@H:6]([CH3:16])[CH2:5]2)(=[O:22])=[O:21])[CH2:19][CH2:18]1. The yield is 0.480.